This data is from Full USPTO retrosynthesis dataset with 1.9M reactions from patents (1976-2016). The task is: Predict the reactants needed to synthesize the given product. (1) The reactants are: CC1(C)CCN(C2C=CC(SC(F)(F)F)=CC=2)C(=O)N1CC1C2C(=NC=CC=2)NC=1.[CH3:31][C:32]1([CH3:49])[CH2:36][N:35]([C:37]2[CH:42]=[CH:41][C:40]([O:43][C:44]([F:47])([F:46])[F:45])=[CH:39][CH:38]=2)[C:34](=[O:48])[NH:33]1.Cl[CH2:51][C:52]1[CH:53]=[C:54]([C:58]2[S:59][CH:60]=[CH:61][N:62]=2)[CH:55]=[CH:56][CH:57]=1. Given the product [CH3:31][C:32]1([CH3:49])[CH2:36][N:35]([C:37]2[CH:38]=[CH:39][C:40]([O:43][C:44]([F:47])([F:45])[F:46])=[CH:41][CH:42]=2)[C:34](=[O:48])[N:33]1[CH2:51][C:52]1[CH:57]=[CH:56][CH:55]=[C:54]([C:58]2[S:59][CH:60]=[CH:61][N:62]=2)[CH:53]=1, predict the reactants needed to synthesize it. (2) Given the product [Cl:1][C:2]1[CH:7]=[C:6]([C:23]2[N:24]=[N:25][CH:26]=[C:27]([CH3:29])[CH:28]=2)[CH:5]=[CH:4][C:3]=1[CH2:17][C:18]([O:20][CH3:21])=[O:19], predict the reactants needed to synthesize it. The reactants are: [Cl:1][C:2]1[CH:7]=[C:6](B2OC(C)(C)C(C)(C)O2)[CH:5]=[CH:4][C:3]=1[CH2:17][C:18]([O:20][CH3:21])=[O:19].Cl[C:23]1[N:24]=[N:25][CH:26]=[C:27]([CH3:29])[CH:28]=1.CC([O-])=O.[K+]. (3) Given the product [NH2:1][C:2]1[CH:11]=[CH:10][C:9]([Br:12])=[CH:8][C:3]=1[CH2:4][OH:5], predict the reactants needed to synthesize it. The reactants are: [NH2:1][C:2]1[CH:11]=[CH:10][C:9]([Br:12])=[CH:8][C:3]=1[C:4](OC)=[O:5].C(O[AlH-](OC(C)(C)C)OC(C)(C)C)(C)(C)C.[Li+]. (4) Given the product [Cl:16][C:17]1[N:18]=[CH:19][C:20]2[CH:25]=[C:24]([CH3:26])[N:23]([CH:27]3[CH2:30][CH2:31][CH2:29][CH2:28]3)[C:21]=2[N:22]=1, predict the reactants needed to synthesize it. The reactants are: C1(N)CCCC1.BrC1C(Cl)=NC(Cl)=NC=1.[Cl:16][C:17]1[N:18]=[CH:19][C:20]2[CH:25]=[C:24]([CH3:26])[N:23]([CH:27]([CH2:30][CH3:31])[CH2:28][CH3:29])[C:21]=2[N:22]=1. (5) Given the product [CH2:15]([N:22]1[CH:7]=[CH:6][C:5]2[C:10](=[CH:11][CH:12]=[CH:13][C:4]=2[N+:1]([O-:3])=[O:2])[C:9]1=[O:14])[C:16]1[CH:21]=[CH:20][CH:19]=[CH:18][CH:17]=1, predict the reactants needed to synthesize it. The reactants are: [N+:1]([C:4]1[CH:13]=[CH:12][CH:11]=[C:10]2[C:5]=1[CH:6]=[CH:7]O[C:9]2=[O:14])([O-:3])=[O:2].[CH2:15]([NH2:22])[C:16]1[CH:21]=[CH:20][CH:19]=[CH:18][CH:17]=1.